From a dataset of Forward reaction prediction with 1.9M reactions from USPTO patents (1976-2016). Predict the product of the given reaction. (1) The product is: [CH3:16][C:13]1[CH:14]=[CH:15][C:10]([CH2:9][NH:8][C:6]2[N:7]=[C:2]([NH:39][CH2:38][C:37]3[CH:40]=[CH:41][C:34]([O:33][CH3:32])=[CH:35][CH:36]=3)[N:3]=[C:4]([NH:17][CH:18]3[NH:22][C:21](=[O:23])[N:20]([CH3:24])[C:19]3=[O:25])[N:5]=2)=[CH:11][CH:12]=1. Given the reactants Cl[C:2]1[N:7]=[C:6]([NH:8][CH2:9][C:10]2[CH:15]=[CH:14][C:13]([CH3:16])=[CH:12][CH:11]=2)[N:5]=[C:4]([NH:17][CH:18]2[NH:22][C:21](=[O:23])[N:20]([CH3:24])[C:19]2=[O:25])[N:3]=1.C(=O)([O-])[O-].[K+].[K+].[CH3:32][O:33][C:34]1[CH:41]=[CH:40][C:37]([CH2:38][NH2:39])=[CH:36][CH:35]=1, predict the reaction product. (2) The product is: [NH2:7][C:8]1[CH:9]=[C:10]([CH:11]=[CH:12][CH:13]=1)[C:14]([NH:15][C@@H:16]([C:18]1[C:27]2[C:22](=[CH:23][CH:24]=[CH:25][CH:26]=2)[CH:21]=[CH:20][CH:19]=1)[CH3:17])=[O:28]. Given the reactants C(OC(=O)[NH:7][C:8]1[CH:13]=[CH:12][CH:11]=[C:10]([C:14](=[O:28])[NH:15][C@@H:16]([C:18]2[C:27]3[C:22](=[CH:23][CH:24]=[CH:25][CH:26]=3)[CH:21]=[CH:20][CH:19]=2)[CH3:17])[CH:9]=1)(C)(C)C, predict the reaction product. (3) Given the reactants [C:1]([O:5][C:6]([N:8]1[CH2:13][CH2:12][CH:11]([CH2:14][CH2:15]I)[CH2:10][CH2:9]1)=[O:7])([CH3:4])([CH3:3])[CH3:2].[C:17]1([OH:23])[CH:22]=[CH:21][CH:20]=[CH:19][CH:18]=1.C([O-])([O-])=O.[K+].[K+].[OH-].[Na+], predict the reaction product. The product is: [C:1]([O:5][C:6]([N:8]1[CH2:13][CH2:12][CH:11]([CH2:14][CH2:15][O:23][C:17]2[CH:22]=[CH:21][CH:20]=[CH:19][CH:18]=2)[CH2:10][CH2:9]1)=[O:7])([CH3:4])([CH3:3])[CH3:2].